From a dataset of Forward reaction prediction with 1.9M reactions from USPTO patents (1976-2016). Predict the product of the given reaction. Given the reactants [NH2:1][C:2]1[C:10]2[C:5](=[C:6]([C:12]3[C:13]([C@@H:24]([NH:34][C:35](=[O:41])[O:36][C:37]([CH3:40])([CH3:39])[CH3:38])[CH2:25][C:26]4[CH:31]=[C:30]([F:32])[CH:29]=[C:28]([F:33])[CH:27]=4)=[N:14][C:15]([C:18]#[C:19][C:20]([OH:23])([CH3:22])[CH3:21])=[CH:16][CH:17]=3)[CH:7]=[CH:8][C:9]=2[Cl:11])[N:4]([CH3:42])[N:3]=1.C(N(C(C)C)CC)(C)C.[CH3:52][S:53](Cl)=[O:54].C(OCC)(=[O:58])C, predict the reaction product. The product is: [Cl:11][C:9]1[CH:8]=[CH:7][C:6]([C:12]2[C:13]([C@@H:24]([NH:34][C:35](=[O:41])[O:36][C:37]([CH3:40])([CH3:39])[CH3:38])[CH2:25][C:26]3[CH:31]=[C:30]([F:32])[CH:29]=[C:28]([F:33])[CH:27]=3)=[N:14][C:15]([C:18]#[C:19][C:20]([OH:23])([CH3:21])[CH3:22])=[CH:16][CH:17]=2)=[C:5]2[C:10]=1[C:2]([NH:1][S:53]([CH3:52])(=[O:54])=[O:58])=[N:3][N:4]2[CH3:42].